From a dataset of Forward reaction prediction with 1.9M reactions from USPTO patents (1976-2016). Predict the product of the given reaction. (1) Given the reactants [Cl:1][C:2]1[CH:3]=[CH:4][C:5]([CH2:8][CH2:9][C:10]2[CH:15]=[CH:14][N:13]([C:16]3[CH:21]=[CH:20][C:19]4[C:22]5[CH2:23][N:24](C(OC(C)(C)C)=O)[CH2:25][CH2:26][CH2:27][C:28]=5[O:29][C:18]=4[CH:17]=3)[C:12](=[O:37])[N:11]=2)=[N:6][CH:7]=1.Cl.CCOCC.C([O-])(O)=O.[Na+], predict the reaction product. The product is: [Cl:1][C:2]1[CH:3]=[CH:4][C:5]([CH2:8][CH2:9][C:10]2[CH:15]=[CH:14][N:13]([C:16]3[CH:21]=[CH:20][C:19]4[C:22]5[CH2:23][NH:24][CH2:25][CH2:26][CH2:27][C:28]=5[O:29][C:18]=4[CH:17]=3)[C:12](=[O:37])[N:11]=2)=[N:6][CH:7]=1. (2) Given the reactants [OH:1][C:2]1[CH:35]=[CH:34][C:5]([CH2:6][CH2:7][C:8]2[CH:13]=[CH:12][CH:11]=[CH:10][C:9]=2[C:14]2[N:19]=[C:18]([N:20]3[C:24]([C:25]([F:28])([F:27])[F:26])=[C:23]([C:29]([O:31][CH2:32][CH3:33])=[O:30])[CH:22]=[N:21]3)[CH:17]=[CH:16][CH:15]=2)=[C:4]([CH3:36])[CH:3]=1.C([O-])([O-])=O.[Cs+].[Cs+].Br[CH2:44][CH2:45][CH2:46][C:47]([F:50])([F:49])[F:48], predict the reaction product. The product is: [CH3:36][C:4]1[CH:3]=[C:2]([O:1][CH2:44][CH2:45][CH2:46][C:47]([F:50])([F:49])[F:48])[CH:35]=[CH:34][C:5]=1[CH2:6][CH2:7][C:8]1[CH:13]=[CH:12][CH:11]=[CH:10][C:9]=1[C:14]1[N:19]=[C:18]([N:20]2[C:24]([C:25]([F:28])([F:27])[F:26])=[C:23]([C:29]([O:31][CH2:32][CH3:33])=[O:30])[CH:22]=[N:21]2)[CH:17]=[CH:16][CH:15]=1. (3) Given the reactants [OH:1][CH2:2][CH:3]([N:15]1[C:21](=[O:22])[CH2:20][CH2:19][N:18]([C:23]2[CH:28]=[CH:27][CH:26]=[C:25]([C:29]([F:32])([F:31])[F:30])[CH:24]=2)[CH2:17][CH2:16]1)[CH2:4][CH2:5][CH2:6][N:7]1[CH2:12][CH2:11][C:10]([OH:14])([CH3:13])[CH2:9][CH2:8]1.I[CH3:34].[H-].[Na+], predict the reaction product. The product is: [OH:14][C:10]1([CH3:13])[CH2:9][CH2:8][N:7]([CH2:6][CH2:5][CH2:4][CH:3]([N:15]2[C:21](=[O:22])[CH2:20][CH2:19][N:18]([C:23]3[CH:28]=[CH:27][CH:26]=[C:25]([C:29]([F:31])([F:30])[F:32])[CH:24]=3)[CH2:17][CH2:16]2)[CH2:2][O:1][CH3:34])[CH2:12][CH2:11]1. (4) Given the reactants [C:1]([O:5][C:6](=[O:13])[NH:7][C@H:8]([C:10](=O)[NH2:11])[CH3:9])([CH3:4])([CH3:3])[CH3:2].F[B-](F)(F)F.C([O+](CC)CC)C.[F:26][C:27]1[C:28]([CH3:41])=[C:29]([NH:34][C:35]2[CH:40]=[CH:39][CH:38]=[CH:37][N:36]=2)[C:30](N)=[CH:31][CH:32]=1, predict the reaction product. The product is: [C:1]([O:5][C:6](=[O:13])[NH:7][C@H:8]([C:10]1[N:34]([C:35]2[CH:40]=[CH:39][CH:38]=[CH:37][N:36]=2)[C:29]2[C:28]([CH3:41])=[C:27]([F:26])[CH:32]=[CH:31][C:30]=2[N:11]=1)[CH3:9])([CH3:4])([CH3:3])[CH3:2]. (5) Given the reactants CON(C)[C:4]([C:6]1[C:15](=[O:16])[C:14]2[C:9](=[CH:10][CH:11]=[CH:12][CH:13]=2)[N:8]([CH2:17][C:18]2[CH:23]=[CH:22][CH:21]=[C:20]([Br:24])[N:19]=2)[CH:7]=1)=[O:5].[Cl:26][C:27]1[S:31][C:30]([Mg]Br)=[CH:29][CH:28]=1, predict the reaction product. The product is: [Br:24][C:20]1[N:19]=[C:18]([CH2:17][N:8]2[C:9]3[C:14](=[CH:13][CH:12]=[CH:11][CH:10]=3)[C:15](=[O:16])[C:6]([C:4]([C:30]3[S:31][C:27]([Cl:26])=[CH:28][CH:29]=3)=[O:5])=[CH:7]2)[CH:23]=[CH:22][CH:21]=1. (6) Given the reactants [C:1]([CH:4]1[CH2:8][CH2:7][O:6][C:5]1=[O:9])(=O)[CH3:2].[NH2:10][C:11]([NH2:13])=[O:12], predict the reaction product. The product is: [O:9]=[C:5]1[O:6][CH2:7][CH2:8]/[C:4]/1=[C:1](/[NH:10][C:11]([NH2:13])=[O:12])\[CH3:2].